From a dataset of Full USPTO retrosynthesis dataset with 1.9M reactions from patents (1976-2016). Predict the reactants needed to synthesize the given product. Given the product [CH3:24][C:10]1[N:9]=[C:8]([C:4]2[CH:5]=[N:6][CH:7]=[C:2]([C:29]3[CH:28]=[N:27][C:26]([NH2:25])=[CH:31][CH:30]=3)[CH:3]=2)[CH:13]=[C:12]([C:14]2[CH:19]=[CH:18][C:17]([C:20]([F:23])([F:22])[F:21])=[CH:16][CH:15]=2)[CH:11]=1, predict the reactants needed to synthesize it. The reactants are: Br[C:2]1[CH:3]=[C:4]([C:8]2[CH:13]=[C:12]([C:14]3[CH:19]=[CH:18][C:17]([C:20]([F:23])([F:22])[F:21])=[CH:16][CH:15]=3)[CH:11]=[C:10]([CH3:24])[N:9]=2)[CH:5]=[N:6][CH:7]=1.[NH2:25][C:26]1[CH:31]=[CH:30][C:29](B2OC(C)(C)C(C)(C)O2)=[CH:28][N:27]=1.